Dataset: Full USPTO retrosynthesis dataset with 1.9M reactions from patents (1976-2016). Task: Predict the reactants needed to synthesize the given product. (1) Given the product [OH:31][CH2:30][C:27]1[CH:28]=[C:29]2[C:24](=[CH:25][CH:26]=1)[C:23](=[O:32])[O:42][CH:35]2[C:36]1[CH:41]=[CH:40][CH:39]=[CH:38][CH:37]=1, predict the reactants needed to synthesize it. The reactants are: CN(C)CCN(C)C.[Li]C(CC)C.C1CCCCC1.C(N(CC)[C:23](=[O:32])[C:24]1[CH:29]=[CH:28][C:27]([CH2:30][OH:31])=[CH:26][CH:25]=1)C.[CH:35](=[O:42])[C:36]1[CH:41]=[CH:40][CH:39]=[CH:38][CH:37]=1.Cl. (2) Given the product [F:1][C:2]1[C:3]([C:11]([OH:13])=[O:12])=[CH:4][C:5]2[N:9]=[N:8][NH:7][C:6]=2[CH:10]=1, predict the reactants needed to synthesize it. The reactants are: [F:1][C:2]1[C:3]([C:11]([O:13]C)=[O:12])=[CH:4][C:5]2[N:9]=[N:8][NH:7][C:6]=2[CH:10]=1.[OH-].[Li+].O. (3) Given the product [Cl:1][C:2]1[CH:7]=[CH:6][C:5]([C:8]2[N:9]=[CH:10][C:11]([C:16]#[C:15][C:17]3[CH:26]=[CH:25][C:20]([O:21][CH2:22][CH2:23][OH:24])=[CH:19][CH:18]=3)=[N:12][CH:13]=2)=[CH:4][CH:3]=1, predict the reactants needed to synthesize it. The reactants are: [Cl:1][C:2]1[CH:7]=[CH:6][C:5]([C:8]2[CH:13]=[N:12][C:11](I)=[CH:10][N:9]=2)=[CH:4][CH:3]=1.[C:15]([C:17]1[CH:26]=[CH:25][C:20]([O:21][CH2:22][CH2:23][OH:24])=[CH:19][CH:18]=1)#[CH:16].N1CCCCC1. (4) Given the product [NH2:1][C:2]1[CH:9]=[CH:8][C:5]([C:6]([NH2:7])=[O:11])=[C:4]([CH3:10])[CH:3]=1, predict the reactants needed to synthesize it. The reactants are: [NH2:1][C:2]1[CH:9]=[CH:8][C:5]([C:6]#[N:7])=[C:4]([CH3:10])[CH:3]=1.[OH-:11].[Na+]. (5) Given the product [N+:15]([C:7]1[CH:6]=[C:5]([CH:10]=[C:9]([C:11]([F:12])([F:13])[F:14])[CH:8]=1)[CH:4]=[O:18])([O-:17])=[O:16], predict the reactants needed to synthesize it. The reactants are: CON(C)[C:4](=[O:18])[C:5]1[CH:10]=[C:9]([C:11]([F:14])([F:13])[F:12])[CH:8]=[C:7]([N+:15]([O-:17])=[O:16])[CH:6]=1.C1(C)C=CC=CC=1.[H-].C([Al+]CC(C)C)C(C)C.Cl. (6) Given the product [CH2:46]([O:48][C:49](=[O:61])[C:50]([CH2:56][CH:57]([CH3:59])[CH3:58])([O:20][C:21]1[CH:43]=[CH:42][C:24]2[C:25]3[N:29]([CH2:30][CH2:31][O:32][C:23]=2[CH:22]=1)[CH:28]=[C:27]([C:33]1[N:34]([CH:39]([CH3:41])[CH3:40])[N:35]=[C:36]([CH3:38])[N:37]=1)[N:26]=3)[C:51]([O:53][CH2:54][CH3:55])=[O:52])[CH3:47], predict the reactants needed to synthesize it. The reactants are: C(OC(N1CCC(C([O:20][C:21]2[CH:43]=[CH:42][C:24]3[C:25]4[N:29]([CH2:30][CH2:31][O:32][C:23]=3[CH:22]=2)[CH:28]=[C:27]([C:33]2[N:34]([CH:39]([CH3:41])[CH3:40])[N:35]=[C:36]([CH3:38])[N:37]=2)[N:26]=4)CC)CC1)=O)C1C=CC=CC=1.[H-].[Na+].[CH2:46]([O:48][C:49](=[O:61])[C:50](Br)([CH2:56][CH:57]([CH3:59])[CH3:58])[C:51]([O:53][CH2:54][CH3:55])=[O:52])[CH3:47].